Predict the reaction yield, written as a fraction of the theoretical maximum amount of product (1.0 means a 100% yield; for example, 0.34 means a 34% yield). From a dataset of Reaction yield outcomes from USPTO patents with 853,638 reactions. (1) The reactants are [OH-].[Na+].C[O:4][C:5]([C:7]1[C:8]([NH:27][C:28]2[CH:33]=[CH:32][C:31]([Br:34])=[CH:30][C:29]=2[Cl:35])=[C:9]([Cl:26])[C:10]2[N:11]([C:13]([CH2:16][NH:17][CH2:18][C:19]([O:21][C:22]([CH3:25])([CH3:24])[CH3:23])=[O:20])=[CH:14][N:15]=2)[CH:12]=1)=[O:6].CO.O.Cl. The catalyst is O. The product is [Br:34][C:31]1[CH:32]=[CH:33][C:28]([NH:27][C:8]2[C:7]([C:5]([OH:6])=[O:4])=[CH:12][N:11]3[C:13]([CH2:16][NH:17][CH2:18][C:19]([O:21][C:22]([CH3:23])([CH3:24])[CH3:25])=[O:20])=[CH:14][N:15]=[C:10]3[C:9]=2[Cl:26])=[C:29]([Cl:35])[CH:30]=1. The yield is 0.840. (2) The reactants are CN(C(ON1N=NC2C=CC=NC1=2)=[N+](C)C)C.F[P-](F)(F)(F)(F)F.Cl.[N:26]([CH2:29][C:30]([C:32]1[CH:33]=[CH:34][C:35]2[N:39]=[C:38]([C@@H:40]3[CH2:44][CH2:43][CH2:42][NH:41]3)[NH:37][C:36]=2[CH:45]=1)=[O:31])=[N+:27]=[N-:28].Cl.[CH3:47][N:48]([CH3:59])[C@H:49]([C:53]1[CH:58]=[CH:57][CH:56]=[CH:55][CH:54]=1)[C:50](O)=[O:51].CCN(C(C)C)C(C)C. The catalyst is CN(C)C=O. The product is [N:26]([CH2:29][C:30]([C:32]1[CH:33]=[CH:34][C:35]2[N:39]=[C:38]([C@@H:40]3[CH2:44][CH2:43][CH2:42][N:41]3[C:50](=[O:51])[C@H:49]([N:48]([CH3:47])[CH3:59])[C:53]3[CH:58]=[CH:57][CH:56]=[CH:55][CH:54]=3)[NH:37][C:36]=2[CH:45]=1)=[O:31])=[N+:27]=[N-:28]. The yield is 0.500. (3) The reactants are C[O-].[Na+].[CH2:4]([C:11]12[C:27]3[C:23](=[C:24]([C:29]4[CH:34]=[CH:33][CH:32]=[CH:31][CH:30]=4)[N:25]([CH3:28])[N:26]=3)[CH2:22][CH2:21][CH:12]1[CH:13]([CH3:20])[C:14]1[O:18][N:17]=[CH:16][C:15]=1[CH2:19]2)[C:5]1[CH:10]=[CH:9][CH:8]=[CH:7][CH:6]=1. The catalyst is O1CCCC1.CO. The product is [CH2:4]([C:11]12[CH2:19][CH:15]([C:16]#[N:17])[C:14](=[O:18])[CH:13]([CH3:20])[CH:12]1[CH2:21][CH2:22][C:23]1[C:27]2=[N:26][N:25]([CH3:28])[C:24]=1[C:29]1[CH:30]=[CH:31][CH:32]=[CH:33][CH:34]=1)[C:5]1[CH:10]=[CH:9][CH:8]=[CH:7][CH:6]=1. The yield is 0.810.